From a dataset of Reaction yield outcomes from USPTO patents with 853,638 reactions. Predict the reaction yield, written as a fraction of the theoretical maximum amount of product (1.0 means a 100% yield; for example, 0.34 means a 34% yield). The reactants are Cl.CN(C)CCCN=C=NCC.[CH2:13]([N:15]1[C:21](=[O:22])[C:20]([CH3:24])([CH3:23])[C:19](=[O:25])[N:18]([CH3:26])[C:17]2[CH:27]=[C:28]([O:31][CH2:32][CH2:33][CH2:34][NH:35][CH2:36][CH2:37][C:38]3[CH:39]=[N:40][CH:41]=[CH:42][CH:43]=3)[CH:29]=[CH:30][C:16]1=2)[CH3:14].[C:44](O)(=[O:51])[C:45]1[CH:50]=[CH:49][N:48]=[CH:47][CH:46]=1.ON1C2C=CC=CC=2N=N1. The catalyst is C(#N)C. The product is [CH2:13]([N:15]1[C:21](=[O:22])[C:20]([CH3:24])([CH3:23])[C:19](=[O:25])[N:18]([CH3:26])[C:17]2[CH:27]=[C:28]([O:31][CH2:32][CH2:33][CH2:34][N:35]([CH2:36][CH2:37][C:38]3[CH:39]=[N:40][CH:41]=[CH:42][CH:43]=3)[C:44](=[O:51])[C:45]3[CH:50]=[CH:49][N:48]=[CH:47][CH:46]=3)[CH:29]=[CH:30][C:16]1=2)[CH3:14]. The yield is 0.560.